Dataset: Catalyst prediction with 721,799 reactions and 888 catalyst types from USPTO. Task: Predict which catalyst facilitates the given reaction. (1) Reactant: [C:1]1([C@H:7]2[CH2:12][CH2:11][C@H:10]([NH2:13])[CH2:9][CH2:8]2)[CH:6]=[CH:5][CH:4]=[CH:3][CH:2]=1.[Cl:14][C:15]1[CH:20]=[CH:19][C:18]([N:21]=[C:22]=[O:23])=[CH:17][CH:16]=1. Product: [Cl:14][C:15]1[CH:20]=[CH:19][C:18]([NH:21][C:22]([NH:13][C@H:10]2[CH2:9][CH2:8][C@H:7]([C:1]3[CH:6]=[CH:5][CH:4]=[CH:3][CH:2]=3)[CH2:12][CH2:11]2)=[O:23])=[CH:17][CH:16]=1. The catalyst class is: 27. (2) Reactant: [CH2:1]([O:8][C:9]1[CH:10]=[C:11]([CH2:17][OH:18])[CH:12]=[C:13]([O:15][CH3:16])[CH:14]=1)[C:2]1[CH:7]=[CH:6][CH:5]=[CH:4][CH:3]=1.I(C1C=CC=CC=1C(O)=O)(=O)=O.O. Product: [CH2:1]([O:8][C:9]1[CH:10]=[C:11]([CH:12]=[C:13]([O:15][CH3:16])[CH:14]=1)[CH:17]=[O:18])[C:2]1[CH:3]=[CH:4][CH:5]=[CH:6][CH:7]=1. The catalyst class is: 16. (3) Reactant: [CH3:1][O:2][C:3](=[O:34])[N:4]=[C:5]([S:32][CH3:33])[C:6]([C:20]1[CH:25]=[C:24]([O:26][CH3:27])[C:23]([O:28][CH3:29])=[C:22]([CH2:30][OH:31])[CH:21]=1)=[N:7][C:8]1[CH:13]=[CH:12][C:11]([C:14]2[N:18]=[C:17]([CH3:19])[O:16][N:15]=2)=[CH:10][CH:9]=1.[CH3:35]N(C)C1C2C(=CC=CC=2N(C)C)C=CC=1.F[B-](F)(F)F.C(=O)([O-])O.[Na+]. Product: [CH3:1][O:2][C:3](=[O:34])[N:4]=[C:5]([S:32][CH3:33])[C:6]([C:20]1[CH:21]=[C:22]([CH2:30][O:31][CH3:35])[C:23]([O:28][CH3:29])=[C:24]([O:26][CH3:27])[CH:25]=1)=[N:7][C:8]1[CH:13]=[CH:12][C:11]([C:14]2[N:18]=[C:17]([CH3:19])[O:16][N:15]=2)=[CH:10][CH:9]=1. The catalyst class is: 96. (4) Reactant: [CH:1]1([NH:5][C:6]([C@@H:8]2[CH2:12][CH2:11][CH2:10][N:9]2[C:13](=[O:30])[CH2:14][O:15][C:16]2[N:20]([C:21]3[CH:26]=[CH:25][CH:24]=[CH:23][CH:22]=3)[N:19]=[C:18]([C:27](O)=[O:28])[CH:17]=2)=[O:7])[CH2:4][CH2:3][CH2:2]1.C1C=CC2N(O)N=NC=2C=1.CCN(C(C)C)C(C)C.[NH2:50][C@@H:51]([C:53]([O:55][C:56]([CH3:59])([CH3:58])[CH3:57])=[O:54])[CH3:52].Cl. Product: [C:56]([O:55][C:53](=[O:54])[C@H:51]([NH:50][C:27]([C:18]1[CH:17]=[C:16]([O:15][CH2:14][C:13]([N:9]2[CH2:10][CH2:11][CH2:12][C@H:8]2[C:6](=[O:7])[NH:5][CH:1]2[CH2:4][CH2:3][CH2:2]2)=[O:30])[N:20]([C:21]2[CH:22]=[CH:23][CH:24]=[CH:25][CH:26]=2)[N:19]=1)=[O:28])[CH3:52])([CH3:59])([CH3:58])[CH3:57]. The catalyst class is: 607.